This data is from Full USPTO retrosynthesis dataset with 1.9M reactions from patents (1976-2016). The task is: Predict the reactants needed to synthesize the given product. (1) Given the product [C:17]([O:16][C:14]([NH:1][C:2]1[CH:3]=[C:4]([CH:8]=[CH:9][CH:10]=1)[C:5]([OH:7])=[O:6])=[O:13])([CH3:20])([CH3:19])[CH3:18], predict the reactants needed to synthesize it. The reactants are: [NH2:1][C:2]1[CH:3]=[C:4]([CH:8]=[CH:9][CH:10]=1)[C:5]([OH:7])=[O:6].[OH-].[Na+].[O:13](C(OC(C)(C)C)=O)[C:14]([O:16][C:17]([CH3:20])([CH3:19])[CH3:18])=O.C(OCC)(=O)C. (2) Given the product [NH2:1][C:4]1[CH:31]=[CH:30][C:7]2[NH:8][C:9]3[N:10]([N:11]=[C:12]([C:17]4[CH:18]=[CH:19][C:20]([O:23][C:24]5[CH:29]=[CH:28][CH:27]=[CH:26][CH:25]=5)=[CH:21][CH:22]=4)[C:13]=3[C:14]([NH2:16])=[O:15])[C:6]=2[CH:5]=1, predict the reactants needed to synthesize it. The reactants are: [N+:1]([C:4]1[CH:31]=[CH:30][C:7]2[NH:8][C:9]3[N:10]([N:11]=[C:12]([C:17]4[CH:22]=[CH:21][C:20]([O:23][C:24]5[CH:29]=[CH:28][CH:27]=[CH:26][CH:25]=5)=[CH:19][CH:18]=4)[C:13]=3[C:14]([NH2:16])=[O:15])[C:6]=2[CH:5]=1)([O-])=O. (3) Given the product [Cl:8][C:5]1[CH:6]=[CH:7][C:2]([NH:1][C:24]([C:23]2[CH:22]=[CH:21][C:29]([C:31]#[N:30])=[CH:28][CH:27]=2)=[O:25])=[C:3]([C:9](=[O:10])[NH:11][C:12]2[CH:17]=[CH:16][C:15]([Cl:18])=[CH:14][N:13]=2)[CH:4]=1, predict the reactants needed to synthesize it. The reactants are: [NH2:1][C:2]1[CH:7]=[CH:6][C:5]([Cl:8])=[CH:4][C:3]=1[C:9]([NH:11][C:12]1[CH:17]=[CH:16][C:15]([Cl:18])=[CH:14][N:13]=1)=[O:10].C([C:21]1[CH:22]=[C:23]([CH:27]=[CH:28][CH:29]=1)[C:24](Cl)=[O:25])#N.[N:30]1C=CC=C[CH:31]=1. (4) Given the product [F:38][C:35]([F:36])([F:37])[C:33]1[O:32][N:31]=[C:30]([C:28]([C@@H:27]([NH:26][C:5](=[O:7])[C@@H:4]([CH2:8][C:9]([N:11]2[CH2:16][CH2:15][O:14][CH2:13][CH2:12]2)=[O:10])[CH2:3][C:2]([CH3:1])([CH3:18])[CH3:17])[CH2:39][CH3:40])=[O:29])[N:34]=1, predict the reactants needed to synthesize it. The reactants are: [CH3:1][C:2]([CH3:18])([CH3:17])[CH2:3][C@H:4]([CH2:8][C:9]([N:11]1[CH2:16][CH2:15][O:14][CH2:13][CH2:12]1)=[O:10])[C:5]([OH:7])=O.FC(F)(F)C(O)=O.[NH2:26][CH:27]([CH2:39][CH3:40])[C@@H:28]([C:30]1[N:34]=[C:33]([C:35]([F:38])([F:37])[F:36])[O:32][N:31]=1)[OH:29]. (5) Given the product [C:22]([O:26][C:27](=[O:44])[C:28]1[CH:29]=[CH:30][C:31]([O:34][C:35]2[CH:40]=[CH:39][C:38]([CH2:41][N:18]3[CH2:17][CH2:16][CH:15]([N:8]4[C@H:9]([CH2:11][CH:12]([CH3:14])[CH3:13])[CH2:10][N:6]([CH:1]5[CH2:2][CH2:3][CH2:4][CH2:5]5)[C:7]4=[O:21])[CH2:20][CH2:19]3)=[C:37]([CH3:43])[N:36]=2)=[CH:32][CH:33]=1)([CH3:25])([CH3:24])[CH3:23], predict the reactants needed to synthesize it. The reactants are: [CH:1]1([N:6]2[CH2:10][C@@H:9]([CH2:11][CH:12]([CH3:14])[CH3:13])[N:8]([CH:15]3[CH2:20][CH2:19][NH:18][CH2:17][CH2:16]3)[C:7]2=[O:21])[CH2:5][CH2:4][CH2:3][CH2:2]1.[C:22]([O:26][C:27](=[O:44])[C:28]1[CH:33]=[CH:32][C:31]([O:34][C:35]2[CH:40]=[CH:39][C:38]([CH:41]=O)=[C:37]([CH3:43])[N:36]=2)=[CH:30][CH:29]=1)([CH3:25])([CH3:24])[CH3:23]. (6) The reactants are: F[C:2]1[C:10]([F:11])=[C:9]([F:12])[C:8]([F:13])=[CH:7][C:3]=1[C:4]([OH:6])=[O:5].[I:14][C:15]1[CH:21]=[CH:20][C:18]([NH2:19])=[C:17]([CH3:22])[CH:16]=1.[Li]N. Given the product [I:14][C:15]1[CH:21]=[CH:20][C:18]([NH:19][C:2]2[C:10]([F:11])=[C:9]([F:12])[C:8]([F:13])=[CH:7][C:3]=2[C:4]([OH:6])=[O:5])=[C:17]([CH3:22])[CH:16]=1, predict the reactants needed to synthesize it. (7) Given the product [F:25][C:9]1[C:8]([N:6]2[C@H:5]([C:19]3[CH:20]=[CH:21][CH:22]=[CH:23][CH:24]=3)[CH2:4][O:3][C@H:2]([CH3:1])[CH2:7]2)=[N:17][C:16]2[NH:15][C:14](=[O:18])[CH2:13][O:12][C:11]=2[CH:10]=1, predict the reactants needed to synthesize it. The reactants are: [CH3:1][C@@H:2]1[CH2:7][N:6]([C:8]2[CH:9]=[CH:10][C:11]3[O:12][CH2:13][C:14](=[O:18])[NH:15][C:16]=3[N:17]=2)[C@H:5]([C:19]2[CH:24]=[CH:23][CH:22]=[CH:21][CH:20]=2)[CH2:4][O:3]1.[F:25][B-](F)(F)F.F[B-](F)(F)F.CCCCCCCC.